From a dataset of Forward reaction prediction with 1.9M reactions from USPTO patents (1976-2016). Predict the product of the given reaction. (1) Given the reactants [CH2:1]([N:3]1[C:11]2[C:6](=[CH:7][CH:8]=[CH:9][CH:10]=2)[C:5]([C:12]([OH:14])=O)=[N:4]1)[CH3:2].[NH2:15][C@H:16]1[CH2:21][N:20]([C:22]([O:24][C:25]([CH3:28])([CH3:27])[CH3:26])=[O:23])[C@@H:19]([CH2:29][C:30]2([OH:36])[CH2:35][CH2:34][O:33][CH2:32][CH2:31]2)[CH2:18][CH2:17]1, predict the reaction product. The product is: [CH2:1]([N:3]1[C:11]2[C:6](=[CH:7][CH:8]=[CH:9][CH:10]=2)[C:5]([C:12]([NH:15][C@H:16]2[CH2:21][N:20]([C:22]([O:24][C:25]([CH3:27])([CH3:28])[CH3:26])=[O:23])[C@@H:19]([CH2:29][C:30]3([OH:36])[CH2:31][CH2:32][O:33][CH2:34][CH2:35]3)[CH2:18][CH2:17]2)=[O:14])=[N:4]1)[CH3:2]. (2) Given the reactants [C:1]([C:3]1[CH:4]=[C:5](C(OCC)=O)[S:6][C:7]=1S(C)(=O)=O)#[N:2].O.[NH2:18][NH2:19].Cl.C(=O)([O-])O.[Na+].[CH2:26](O)[CH3:27], predict the reaction product. The product is: [CH2:26]([N:18]1[C:7]2[S:6][CH:5]=[CH:4][C:3]=2[C:1]([NH2:2])=[N:19]1)[CH3:27]. (3) Given the reactants [Mg].C(O[Ge:5]([O:12][CH2:13][CH3:14])([O:9][CH2:10][CH3:11])[O:6][CH2:7][CH3:8])C.Br[C:16]1[CH:29]=[CH:28][C:27]2[S:26][C:25]3[C:20](=[CH:21][CH:22]=[CH:23][CH:24]=3)[S:19][C:18]=2[CH:17]=1, predict the reaction product. The product is: [CH2:13]([O:12][Ge:5]([O:6][CH2:7][CH3:8])([O:9][CH2:10][CH3:11])[C:16]1[CH:29]=[CH:28][C:27]2[S:26][C:25]3[C:20](=[CH:21][CH:22]=[CH:23][CH:24]=3)[S:19][C:18]=2[CH:17]=1)[CH3:14]. (4) Given the reactants Cl.[N:2]1([CH2:8][CH2:9][CH2:10][O:11][C:12]2[CH:20]=[CH:19][C:15]([C:16]([Cl:18])=[O:17])=[CH:14][CH:13]=2)[CH2:7][CH2:6][CH2:5][CH2:4][CH2:3]1.[C:21]([C:23]1[CH:32]=[C:31]2[C:26]([CH2:27][CH2:28][NH:29][CH2:30]2)=[CH:25][CH:24]=1)#[N:22].CCN(CC1C=CC=CC=1)CC.C=CC1C=CC=CC=1.C=CC1C=CC(C=C)=CC=1, predict the reaction product. The product is: [ClH:18].[N:2]1([CH2:8][CH2:9][CH2:10][O:11][C:12]2[CH:20]=[CH:19][C:15]([C:16]([N:29]3[CH2:28][CH2:27][C:26]4[C:31](=[CH:32][C:23]([C:21]#[N:22])=[CH:24][CH:25]=4)[CH2:30]3)=[O:17])=[CH:14][CH:13]=2)[CH2:7][CH2:6][CH2:5][CH2:4][CH2:3]1. (5) The product is: [C:8]([C:6]1[N:7]=[C:2]([C:20]2[CH2:25][CH2:24][N:23]([C:26]([O:28][C:29]([CH3:32])([CH3:31])[CH3:30])=[O:27])[CH2:22][CH:21]=2)[C:3]([F:11])=[CH:4][CH:5]=1)(=[O:9])[NH2:10]. Given the reactants Br[C:2]1[N:7]=[C:6]([C:8]([NH2:10])=[O:9])[CH:5]=[CH:4][C:3]=1[F:11].CC1(C)C(C)(C)OB([C:20]2[CH2:25][CH2:24][N:23]([C:26]([O:28][C:29]([CH3:32])([CH3:31])[CH3:30])=[O:27])[CH2:22][CH:21]=2)O1.C(=O)([O-])[O-].[Cs+].[Cs+].O, predict the reaction product. (6) The product is: [CH3:36][N:19]1[CH:20]=[C:21]([CH2:25][C:26]2[CH:31]=[N:30][CH:29]=[N:28][CH:27]=2)[C:22](=[O:24])[N:23]=[CH:18]1. Given the reactants ClC1C=CC(OC2C=CC(CCO[C:18]3[NH:19][CH:20]=[C:21]([CH2:25][C:26]4[CH:27]=[N:28][CH:29]=[N:30][CH:31]=4)[C:22](=[O:24])[N:23]=3)=CC=2)=CC=1C(F)(F)F.[CH3:36]CN(C(C)C)C(C)C.CI, predict the reaction product.